This data is from Reaction yield outcomes from USPTO patents with 853,638 reactions. The task is: Predict the reaction yield, written as a fraction of the theoretical maximum amount of product (1.0 means a 100% yield; for example, 0.34 means a 34% yield). The reactants are P12(SP3(SP(SP(S3)(S1)=S)(=S)S2)=S)=S.C(N)=O.Br[CH2:19][C:20]([C:22]1[CH:27]=[CH:26][C:25]([OH:28])=[CH:24][C:23]=1[F:29])=O.[CH:30]([NH2:32])=[S:31].[OH-].[Na+]. The catalyst is O1CCOCC1. The product is [F:29][C:23]1[CH:24]=[C:25]([OH:28])[CH:26]=[CH:27][C:22]=1[C:20]1[N:32]=[CH:30][S:31][CH:19]=1. The yield is 0.860.